This data is from Full USPTO retrosynthesis dataset with 1.9M reactions from patents (1976-2016). The task is: Predict the reactants needed to synthesize the given product. (1) The reactants are: [CH3:1][C:2]1[N:3]([CH2:11][C:12]2[CH:21]=[CH:20][C:15]([C:16]([O:18][CH3:19])=[O:17])=[CH:14][CH:13]=2)[C:4]2[C:9]([CH:10]=1)=[CH:8][CH:7]=[CH:6][CH:5]=2.[CH3:22][N+:23]([CH3:25])=[CH2:24].[Cl-].C([O-])(O)=O.[Na+]. Given the product [CH3:22][N:23]([CH2:25][C:10]1[C:9]2[C:4](=[CH:5][CH:6]=[CH:7][CH:8]=2)[N:3]([CH2:11][C:12]2[CH:21]=[CH:20][C:15]([C:16]([O:18][CH3:19])=[O:17])=[CH:14][CH:13]=2)[C:2]=1[CH3:1])[CH3:24], predict the reactants needed to synthesize it. (2) Given the product [C:36]([C:34]1[CH:33]=[C:32]([CH:24]=[CH:23][CH:35]=1)[C:67]1[C:66]([C:61]2[CH:60]=[CH:59][C:58]3[C:63](=[CH:64][CH:65]=[C:56]([C:54]4[N:53]([CH:75]5[CH2:76][CH2:77][CH2:78][CH2:79][CH2:80]5)[C:52]5[CH:81]=[CH:82][C:49]([C:47]([OH:46])=[O:48])=[CH:50][C:51]=5[N:55]=4)[CH:57]=3)[N:62]=2)=[CH:71][C:70]([O:72][CH3:73])=[CH:69][CH:68]=1)([OH:38])=[O:37], predict the reactants needed to synthesize it. The reactants are: ClC1C=C(C=CC=1F)C1C(C2C=CC3C(=CC=C(C4N(C5CCCCC5)[C:24]5[CH:32]=[CH:33][C:34]([C:36]([OH:38])=[O:37])=[CH:35][C:23]=5N=4)C=3)N=2)=CC(OC)=CC=1.C[O:46][C:47]([C:49]1[CH:82]=[CH:81][C:52]2[N:53]([CH:75]3[CH2:80][CH2:79][CH2:78][CH2:77][CH2:76]3)[C:54]([C:56]3[CH:57]=[C:58]4[C:63](=[CH:64][CH:65]=3)[N:62]=[C:61]([C:66]3[CH:71]=[C:70]([O:72][CH3:73])[CH:69]=[CH:68][C:67]=3Br)[CH:60]=[CH:59]4)=[N:55][C:51]=2[CH:50]=1)=[O:48]. (3) Given the product [Br:1][C:2]1[N:3]=[CH:4][C:5]([C:8]([N:23]2[CH2:24][CH2:25][N:20]([C:17]3[C:16]([CH3:26])=[CH:15][C:14]([CH:11]4[CH2:12][CH2:13]4)=[CH:19][N:18]=3)[CH2:21][CH2:22]2)=[O:10])=[N:6][CH:7]=1, predict the reactants needed to synthesize it. The reactants are: [Br:1][C:2]1[N:3]=[CH:4][C:5]([C:8]([OH:10])=O)=[N:6][CH:7]=1.[CH:11]1([C:14]2[CH:15]=[C:16]([CH3:26])[C:17]([N:20]3[CH2:25][CH2:24][NH:23][CH2:22][CH2:21]3)=[N:18][CH:19]=2)[CH2:13][CH2:12]1. (4) Given the product [C:1]([C:5]1[N:10]=[C:9]([CH2:11][CH2:12][CH2:13][CH2:14][CH2:15][CH3:16])[C:8]([C:17]([N:19]([CH2:37][CH:38]([CH3:39])[CH3:40])[C@@H:20]2[CH2:25][N:24]([C:26]([O:28][C:29]([CH3:31])([CH3:30])[CH3:32])=[O:27])[CH2:23][C@H:22]([C:33]([O:35][CH3:36])=[O:34])[CH2:21]2)=[O:18])=[CH:7][N:6]=1)([CH3:2])([CH3:3])[CH3:4], predict the reactants needed to synthesize it. The reactants are: [C:1]([C:5]1[N:10]=[C:9]([C:11]#[C:12][CH2:13][CH2:14][CH2:15][CH3:16])[C:8]([C:17]([N:19]([CH2:37][CH:38]([CH3:40])[CH3:39])[C@@H:20]2[CH2:25][N:24]([C:26]([O:28][C:29]([CH3:32])([CH3:31])[CH3:30])=[O:27])[CH2:23][C@H:22]([C:33]([O:35][CH3:36])=[O:34])[CH2:21]2)=[O:18])=[CH:7][N:6]=1)([CH3:4])([CH3:3])[CH3:2]. (5) Given the product [O:1]1[CH2:6][CH2:5][CH2:4][CH2:3][CH:2]1[N:7]1[C:11]([C:12]2[CH:17]=[CH:16][C:15]([CH3:18])=[CH:14][CH:13]=2)=[CH:10][C:9]([C:19]([OH:21])=[O:20])=[N:8]1, predict the reactants needed to synthesize it. The reactants are: [O:1]1[CH2:6][CH2:5][CH2:4][CH2:3][CH:2]1[N:7]1[C:11]([C:12]2[CH:17]=[CH:16][C:15]([CH3:18])=[CH:14][CH:13]=2)=[CH:10][C:9]([C:19]([O:21]C)=[O:20])=[N:8]1.[OH-].[Li+]. (6) Given the product [CH3:32][C@@H:28]1[CH2:27][CH2:26][C@H:25]([NH:24][C:2]2[C:7]([C:8]([F:11])([F:10])[F:9])=[CH:6][N:5]=[C:4]([NH:12][CH2:13][C:14]3[CH:15]=[N:16][CH:17]=[CH:18][C:19]=3[C:20]([F:23])([F:22])[F:21])[N:3]=2)[CH2:30][C@H:29]1[OH:31], predict the reactants needed to synthesize it. The reactants are: Cl[C:2]1[C:7]([C:8]([F:11])([F:10])[F:9])=[CH:6][N:5]=[C:4]([NH:12][CH2:13][C:14]2[CH:15]=[N:16][CH:17]=[CH:18][C:19]=2[C:20]([F:23])([F:22])[F:21])[N:3]=1.[NH2:24][C@@H:25]1[CH2:30][C@@H:29]([OH:31])[C@H:28]([CH3:32])[CH2:27][CH2:26]1.CCN(C(C)C)C(C)C. (7) Given the product [F:26][CH:2]([F:1])[C:3]1[N:7]([C:8]2[CH:13]=[C:12]([N:14]3[CH2:19][CH2:18][O:17][CH2:16][CH2:15]3)[N:11]=[C:10]([S:20]([CH3:21])=[O:35])[N:9]=2)[C:6]2[CH:22]=[CH:23][CH:24]=[CH:25][C:5]=2[N:4]=1, predict the reactants needed to synthesize it. The reactants are: [F:1][CH:2]([F:26])[C:3]1[N:7]([C:8]2[CH:13]=[C:12]([N:14]3[CH2:19][CH2:18][O:17][CH2:16][CH2:15]3)[N:11]=[C:10]([S:20][CH3:21])[N:9]=2)[C:6]2[CH:22]=[CH:23][CH:24]=[CH:25][C:5]=2[N:4]=1.ClC1C=CC=C(C(OO)=[O:35])C=1.C(=O)(O)[O-].[Na+].